Dataset: Reaction yield outcomes from USPTO patents with 853,638 reactions. Task: Predict the reaction yield, written as a fraction of the theoretical maximum amount of product (1.0 means a 100% yield; for example, 0.34 means a 34% yield). (1) The reactants are N12CCCN=C1CCCCC2.Cl.[NH2:13][CH2:14][C:15]1[CH:23]=[CH:22][CH:21]=[C:20]2[C:16]=1[CH2:17][N:18]([CH:25]1[CH2:30][CH2:29][C:28](=[O:31])[NH:27][C:26]1=[O:32])[C:19]2=[O:24].[Cl:33][C:34]1[CH:35]=[C:36]([CH:40]=[CH:41][CH:42]=1)[C:37](Cl)=[O:38]. The catalyst is C(#N)C. The product is [Cl:33][C:34]1[CH:35]=[C:36]([CH:40]=[CH:41][CH:42]=1)[C:37]([NH:13][CH2:14][C:15]1[CH:23]=[CH:22][CH:21]=[C:20]2[C:16]=1[CH2:17][N:18]([CH:25]1[CH2:30][CH2:29][C:28](=[O:31])[NH:27][C:26]1=[O:32])[C:19]2=[O:24])=[O:38]. The yield is 0.960. (2) The reactants are [F:1][C:2]1[CH:9]=[C:8](F)[CH:7]=[CH:6][C:3]=1[C:4]#[N:5].COC1C=C(C=C(OC)C=1OC)C[NH2:17]. The catalyst is C(O)(C(F)(F)F)=O. The product is [NH2:17][C:8]1[CH:7]=[CH:6][C:3]([C:4]#[N:5])=[C:2]([F:1])[CH:9]=1. The yield is 0.390. (3) The reactants are [NH2:1][CH:2]([CH3:13])[C:3]([N:5]1[CH2:10][CH2:9][S:8](=[O:12])(=[O:11])[CH2:7][CH2:6]1)=O. The catalyst is C1COCC1. The product is [O:12]=[S:8]1(=[O:11])[CH2:9][CH2:10][N:5]([CH2:3][C@@H:2]([NH2:1])[CH3:13])[CH2:6][CH2:7]1. The yield is 0.900. (4) The reactants are [F:1][C:2]([CH2:5][CH3:6])([F:4])[F:3].[Br-].[Mg+2].[Br-].[Br:10][C:11]1[CH:12]=[C:13]([CH:20]=[CH:21][CH:22]=1)[C:14](N(OC)C)=[O:15]. The catalyst is C1COCC1. The product is [Br:10][C:11]1[CH:12]=[C:13]([C:14](=[O:15])[CH2:6][CH2:5][C:2]([F:4])([F:3])[F:1])[CH:20]=[CH:21][CH:22]=1. The yield is 0.770. (5) The reactants are S(Cl)(Cl)=O.[C:5]([O:8][CH2:9][C:10]([CH3:40])([CH3:39])[CH2:11][N:12]1[C:18]2[CH:19]=[CH:20][C:21]([Cl:23])=[CH:22][C:17]=2[C@@H:16]([C:24]2[CH:29]=[CH:28][CH:27]=[C:26]([O:30][CH3:31])[C:25]=2[O:32][CH3:33])[O:15][C@H:14]([CH2:34][C:35](O)=[O:36])[C:13]1=[O:38])(=[O:7])[CH3:6].Cl.[NH2:42][C:43]1[CH:48]=[CH:47][C:46]([CH2:49][CH2:50][C:51]([O:53][CH2:54][CH3:55])=[O:52])=[CH:45][CH:44]=1.C(N(CC)CC)C. The catalyst is O1CCCC1.O.CN(C)C=O. The product is [C:5]([O:8][CH2:9][C:10]([CH3:40])([CH3:39])[CH2:11][N:12]1[C:18]2[CH:19]=[CH:20][C:21]([Cl:23])=[CH:22][C:17]=2[C@@H:16]([C:24]2[CH:29]=[CH:28][CH:27]=[C:26]([O:30][CH3:31])[C:25]=2[O:32][CH3:33])[O:15][C@H:14]([CH2:34][C:35]([NH:42][C:43]2[CH:44]=[CH:45][C:46]([CH2:49][CH2:50][C:51]([O:53][CH2:54][CH3:55])=[O:52])=[CH:47][CH:48]=2)=[O:36])[C:13]1=[O:38])(=[O:7])[CH3:6]. The yield is 0.760. (6) The reactants are I[C:2]1[CH:7]=[CH:6][C:5]([S:8]([NH:11][CH2:12][C:13]2[CH:27]=[CH:26][C:16]([C:17]([NH:19][C:20]3[CH:21]=[N:22][CH:23]=[CH:24][CH:25]=3)=[O:18])=[CH:15][CH:14]=2)(=[O:10])=[O:9])=[CH:4][CH:3]=1.[CH3:28][O:29][CH2:30][C:31]#[CH:32]. The catalyst is CCN(CC)CC.CN(C=O)C.CCOC(C)=O.Cl[Pd](Cl)([P](C1C=CC=CC=1)(C1C=CC=CC=1)C1C=CC=CC=1)[P](C1C=CC=CC=1)(C1C=CC=CC=1)C1C=CC=CC=1.[Cu]I. The product is [CH3:28][O:29][CH2:30][C:31]#[C:32][C:2]1[CH:7]=[CH:6][C:5]([S:8]([NH:11][CH2:12][C:13]2[CH:27]=[CH:26][C:16]([C:17]([NH:19][C:20]3[CH:21]=[N:22][CH:23]=[CH:24][CH:25]=3)=[O:18])=[CH:15][CH:14]=2)(=[O:10])=[O:9])=[CH:4][CH:3]=1. The yield is 0.860.